Dataset: Tyrosyl-DNA phosphodiesterase HTS with 341,365 compounds. Task: Binary Classification. Given a drug SMILES string, predict its activity (active/inactive) in a high-throughput screening assay against a specified biological target. (1) The drug is O=c1n(CC(=O)Nc2c(ccc(c2)C)C)ccn2nc(cc12)c1ccc(OC)cc1. The result is 0 (inactive). (2) The drug is O(c1cc(NC(=O)COC(=O)CNC(=O)c2cc(cc(c2)C)C)c(cc1[N+]([O-])=O)C)C. The result is 0 (inactive). (3) The drug is S(=O)(=O)(NC1=C(N2CCN(CC2)c2cc(ccc2)C(F)(F)F)C(=O)c2c(C1=O)cccc2)c1sccc1. The result is 0 (inactive). (4) The drug is s1c2c(CCCC2)c2c1nc([nH]c2=O)CN1CCN(CC1)C(=O)c1ccc(cc1)C. The result is 0 (inactive). (5) The compound is O=C1Nc2c(N(C1C)C(=O)c1ccccc1)cccc2. The result is 0 (inactive). (6) The molecule is S=C(Nc1cc2oc3c(c2cc1OC)cccc3)Nc1cc(ccc1)C. The result is 0 (inactive). (7) The molecule is O(CC(=O)N1CCN(CC1)C(=O)c1cc(OC)cc(OC)c1)c1cc2c(cc1)cccc2. The result is 0 (inactive). (8) The compound is O1CCN(CC1)c1c(cc([N+]([O-])=O)cc1)/C=N\NC(=O)COc1ccc([N+]([O-])=O)cc1. The result is 0 (inactive).